From a dataset of Catalyst prediction with 721,799 reactions and 888 catalyst types from USPTO. Predict which catalyst facilitates the given reaction. (1) Reactant: [CH3:1][C:2]1([CH3:11])[O:6][C@@H:5]2[CH:7]=[CH:8][C@H:9]([OH:10])[C@@H:4]2[O:3]1. Product: [CH3:1][C:2]1([CH3:11])[O:6][C@@H:5]2[CH2:7][CH2:8][C:9](=[O:10])[C@@H:4]2[O:3]1.[CH3:1][C:2]1([CH3:11])[O:6][C@@H:5]2[CH2:7][CH2:8][C@H:9]([OH:10])[C@@H:4]2[O:3]1. The catalyst class is: 19. (2) Reactant: C([O-])([O-])=O.[K+].[K+].[CH3:7][C:8]1[CH:13]=[C:12]([Br:14])[CH:11]=[C:10]([CH3:15])[C:9]=1[OH:16].[CH2:17](Cl)[C:18]1[CH:23]=[CH:22][CH:21]=[CH:20][CH:19]=1.O. Product: [CH2:17]([O:16][C:9]1[C:8]([CH3:7])=[CH:13][C:12]([Br:14])=[CH:11][C:10]=1[CH3:15])[C:18]1[CH:23]=[CH:22][CH:21]=[CH:20][CH:19]=1. The catalyst class is: 3. (3) Reactant: Cl.[Cl:2][C:3]1[CH:4]=[C:5]2[C:9](=[CH:10][CH:11]=1)[NH:8][C:7]([C:12]([NH:14][C@@H:15]1[CH2:19][NH:18][CH2:17][C@H:16]1[NH:20][C:21]([C:23]1[S:24][C:25]3[CH2:26][N:27]([CH3:32])[CH2:28][CH2:29][C:30]=3[N:31]=1)=[O:22])=[O:13])=[CH:6]2.C(N(CC)CC)C.[CH3:40][O:41][C:42]([CH2:44][S:45](Cl)(=[O:47])=[O:46])=[O:43]. Product: [Cl:2][C:3]1[CH:4]=[C:5]2[C:9](=[CH:10][CH:11]=1)[NH:8][C:7]([C:12]([NH:14][C@H:15]1[C@H:16]([NH:20][C:21]([C:23]3[S:24][C:25]4[CH2:26][N:27]([CH3:32])[CH2:28][CH2:29][C:30]=4[N:31]=3)=[O:22])[CH2:17][N:18]([S:45]([CH2:44][C:42]([O:41][CH3:40])=[O:43])(=[O:47])=[O:46])[CH2:19]1)=[O:13])=[CH:6]2. The catalyst class is: 366. (4) Reactant: [NH2:1][CH2:2][CH2:3][CH2:4][CH2:5][CH2:6][CH2:7][N:8]1[CH2:13][CH2:12][CH:11]([C:14]2[CH:15]=[C:16]([NH:20][C:21](=[O:25])[CH:22]([CH3:24])[CH3:23])[CH:17]=[CH:18][CH:19]=2)[CH2:10][CH2:9]1.[C:26]1([CH:32]([C:36]2[CH:41]=[CH:40][CH:39]=[CH:38][CH:37]=2)[C:33](Cl)=[O:34])[CH:31]=[CH:30][CH:29]=[CH:28][CH:27]=1. Product: [C:36]1([CH:32]([C:26]2[CH:27]=[CH:28][CH:29]=[CH:30][CH:31]=2)[C:33]([NH:1][CH2:2][CH2:3][CH2:4][CH2:5][CH2:6][CH2:7][N:8]2[CH2:13][CH2:12][CH:11]([C:14]3[CH:15]=[C:16]([NH:20][C:21](=[O:25])[CH:22]([CH3:23])[CH3:24])[CH:17]=[CH:18][CH:19]=3)[CH2:10][CH2:9]2)=[O:34])[CH:37]=[CH:38][CH:39]=[CH:40][CH:41]=1. The catalyst class is: 1. (5) The catalyst class is: 8. Reactant: Br[CH2:2][C:3]([C:5]1[CH:10]=[CH:9][CH:8]=[CH:7][N:6]=1)=O.[CH:11]([O:14][C:15]1[CH:23]=[CH:22][C:18]([C:19]([NH2:21])=[O:20])=[CH:17][C:16]=1[NH:24][C:25]([NH2:27])=[S:26])([CH3:13])[CH3:12]. Product: [CH:11]([O:14][C:15]1[CH:23]=[CH:22][C:18]([C:19]([NH2:21])=[O:20])=[CH:17][C:16]=1[NH:24][C:25]1[S:26][CH:2]=[C:3]([C:5]2[CH:10]=[CH:9][CH:8]=[CH:7][N:6]=2)[N:27]=1)([CH3:13])[CH3:12]. (6) Reactant: [N:1]1[C:10]2[C:5](=[CH:6][CH:7]=[CH:8][CH:9]=2)[C:4]([C:11]([OH:13])=O)=[CH:3][CH:2]=1.[CH:14]1[N:18]=[CH:17][N:16](C([N:16]2[CH:17]=[N:18][CH:14]=[CH:15]2)=O)[CH:15]=1. The catalyst class is: 3. Product: [N:16]1([C:11]([C:4]2[C:5]3[C:10](=[CH:9][CH:8]=[CH:7][CH:6]=3)[N:1]=[CH:2][CH:3]=2)=[O:13])[CH:15]=[CH:14][N:18]=[CH:17]1. (7) Reactant: [Br:1]Br.[I:3][C:4]1[CH:5]=[C:6]([O:10][CH3:11])[CH:7]=[CH:8][CH:9]=1. Product: [Br:1][C:9]1[CH:8]=[CH:7][C:6]([O:10][CH3:11])=[CH:5][C:4]=1[I:3]. The catalyst class is: 86. (8) Reactant: [NH2:1][C:2]1[C:7]([CH2:8]O)=[CH:6][N:5]=[C:4]([CH2:10][CH3:11])[N:3]=1.[Cl:12]CCl.C1(C)C=CC=CC=1.S(Cl)([Cl:24])=O. Product: [ClH:12].[NH2:1][C:2]1[C:7]([CH2:8][Cl:24])=[CH:6][N:5]=[C:4]([CH2:10][CH3:11])[N:3]=1. The catalyst class is: 17. (9) The catalyst class is: 6. Product: [O:13]1[C:18]2[CH:19]=[CH:20][C:21]([C:2]3[N:7]4[N:8]=[C:9]([NH2:11])[N:10]=[C:6]4[CH:5]=[C:4]([CH3:12])[CH:3]=3)=[CH:22][C:17]=2[O:16][CH2:15][CH2:14]1. Reactant: Br[C:2]1[N:7]2[N:8]=[C:9]([NH2:11])[N:10]=[C:6]2[CH:5]=[C:4]([CH3:12])[CH:3]=1.[O:13]1[C:18]2[CH:19]=[CH:20][C:21](B(O)O)=[CH:22][C:17]=2[O:16][CH2:15][CH2:14]1.P([O-])([O-])([O-])=O.[K+].[K+].[K+].CC(N(C)C)=O.